Task: Predict which catalyst facilitates the given reaction.. Dataset: Catalyst prediction with 721,799 reactions and 888 catalyst types from USPTO (1) Reactant: [C:1]([C:4]1[CH:5]=[C:6]([CH:40]=[CH:41][CH:42]=1)[CH2:7][CH2:8][C:9]1[C:14]([C:15]([F:18])([F:17])[F:16])=[CH:13][N:12]=[C:11]([NH:19][C:20]2[CH:39]=[CH:38][C:23]([CH2:24][N:25]3[CH2:30][CH2:29][N:28](C(OC(C)(C)C)=O)[CH2:27][CH2:26]3)=[CH:22][CH:21]=2)[N:10]=1)(=[O:3])[NH2:2].C(O)(C(F)(F)F)=O. Product: [N:25]1([CH2:24][C:23]2[CH:22]=[CH:21][C:20]([NH:19][C:11]3[N:10]=[C:9]([CH2:8][CH2:7][C:6]4[CH:5]=[C:4]([CH:42]=[CH:41][CH:40]=4)[C:1]([NH2:2])=[O:3])[C:14]([C:15]([F:17])([F:16])[F:18])=[CH:13][N:12]=3)=[CH:39][CH:38]=2)[CH2:26][CH2:27][NH:28][CH2:29][CH2:30]1. The catalyst class is: 2. (2) Reactant: Cl.[CH3:2][O:3][C:4](=[O:9])[C@@H:5]([CH2:7]O)[NH2:6].C(N(CC)CC)C.[C:17](Cl)([C:30]1[CH:35]=[CH:34][CH:33]=[CH:32][CH:31]=1)([C:24]1[CH:29]=[CH:28][CH:27]=[CH:26][CH:25]=1)[C:18]1[CH:23]=[CH:22][CH:21]=[CH:20][CH:19]=1. Product: [C:17]([N@@:6]1[CH2:7][CH:5]1[C:4]([O:3][CH3:2])=[O:9])([C:18]1[CH:23]=[CH:22][CH:21]=[CH:20][CH:19]=1)([C:30]1[CH:31]=[CH:32][CH:33]=[CH:34][CH:35]=1)[C:24]1[CH:25]=[CH:26][CH:27]=[CH:28][CH:29]=1. The catalyst class is: 22. (3) Reactant: [OH-].[K+].[OH:3][C:4]1[CH:9]=[C:8]([O:10][CH3:11])[CH:7]=[C:6]([O:12][CH3:13])[C:5]=1[C:14](=[O:16])[CH3:15].Cl.[CH2:18](O)[CH3:19]. Product: [OH:3][C:4]1[CH:9]=[C:8]([O:10][CH3:11])[CH:7]=[C:6]([O:12][CH3:13])[C:5]=1[C:14](=[O:16])/[CH:15]=[CH:14]/[C:5]1[CH:6]=[CH:7][C:18]([CH3:19])=[CH:9][CH:4]=1. The catalyst class is: 6.